Predict the reactants needed to synthesize the given product. From a dataset of Full USPTO retrosynthesis dataset with 1.9M reactions from patents (1976-2016). (1) Given the product [CH2:30]([C:28]1[CH:27]=[CH:26][C:10]([O:11][C:12]2[CH:17]=[CH:16][C:15]([S:18]([NH:21][CH2:22][CH2:23][CH3:24])(=[O:20])=[O:19])=[CH:14][C:13]=2[F:25])=[C:9]([OH:8])[CH:29]=1)[CH3:31], predict the reactants needed to synthesize it. The reactants are: C([O:8][C:9]1[CH:29]=[C:28]([CH2:30][CH3:31])[CH:27]=[CH:26][C:10]=1[O:11][C:12]1[CH:17]=[CH:16][C:15]([S:18]([NH:21][CH2:22][CH2:23][CH3:24])(=[O:20])=[O:19])=[CH:14][C:13]=1[F:25])C1C=CC=CC=1.O1CCCC1. (2) Given the product [CH3:36][C:26]1[CH:31]=[CH:30][C:29]([S:32]([O:18][C@H:16]2[CH2:17][C@@H:14]([C:12]([N:8]3[CH2:9][CH2:10][CH2:11][N:5]([CH:1]4[CH2:4][CH2:3][CH2:2]4)[CH2:6][CH2:7]3)=[O:13])[CH2:15]2)(=[O:34])=[O:33])=[CH:28][CH:27]=1, predict the reactants needed to synthesize it. The reactants are: [CH:1]1([N:5]2[CH2:11][CH2:10][CH2:9][N:8]([C:12]([C@@H:14]3[CH2:17][C@H:16]([OH:18])[CH2:15]3)=[O:13])[CH2:7][CH2:6]2)[CH2:4][CH2:3][CH2:2]1.C(N(CC)CC)C.[C:26]1([CH3:36])[CH:31]=[CH:30][C:29]([S:32](Cl)(=[O:34])=[O:33])=[CH:28][CH:27]=1. (3) The reactants are: [Br:1][C:2]1[CH:3]=[CH:4][C:5]([N:16]=O)=[C:6]([CH:15]=1)[NH:7][C:8]1[CH:13]=[CH:12][C:11]([Br:14])=[CH:10][CH:9]=1.O. Given the product [Br:1][C:2]1[CH:3]=[CH:4][C:5]2[C:6](=[N:7][C:8]3[C:13]([N:16]=2)=[CH:12][C:11]([Br:14])=[CH:10][CH:9]=3)[CH:15]=1, predict the reactants needed to synthesize it.